Dataset: Acute oral toxicity (LD50) regression data from Zhu et al.. Task: Regression/Classification. Given a drug SMILES string, predict its toxicity properties. Task type varies by dataset: regression for continuous values (e.g., LD50, hERG inhibition percentage) or binary classification for toxic/non-toxic outcomes (e.g., AMES mutagenicity, cardiotoxicity, hepatotoxicity). Dataset: ld50_zhu. The compound is CC(C)CC(C)Nc1ccc(Nc2ccccc2)cc1. The rat oral LD50 is 1.88, given as -log10 of the dose in mol/kg body weight (higher means more acutely toxic).